This data is from Forward reaction prediction with 1.9M reactions from USPTO patents (1976-2016). The task is: Predict the product of the given reaction. (1) Given the reactants [N:1]1[C:6]([CH2:7][OH:8])=[CH:5][CH:4]=[CH:3][C:2]=1[CH2:9][OH:10].[H-].[Na+].[CH2:13](Br)[CH:14]=[CH2:15].O, predict the reaction product. The product is: [CH2:15]([O:8][CH2:7][C:6]1[N:1]=[C:2]([CH2:9][OH:10])[CH:3]=[CH:4][CH:5]=1)[CH:14]=[CH2:13]. (2) Given the reactants [Br:1][C:2]1[CH:3]=[C:4]([CH:11]=[CH:12][CH:13]=1)[O:5][CH2:6][CH2:7][C:8]([OH:10])=O.P(Cl)(Cl)(Cl)(Cl)Cl.[Cl-].[Al+3].[Cl-].[Cl-], predict the reaction product. The product is: [Br:1][C:2]1[CH:3]=[C:4]2[C:11]([C:8](=[O:10])[CH2:7][CH2:6][O:5]2)=[CH:12][CH:13]=1. (3) Given the reactants [F:1][C@H:2]1[CH2:18][CH:17]2[C@:9]([F:28])([C@@H:10]([OH:27])[CH2:11][C@@:12]3([CH3:26])[CH:16]2[CH2:15][CH:14]=[C:13]3[C:19](=[O:25])[CH2:20][O:21]C(=O)C)[C@:8]2([CH3:29])[C:3]1=[CH:4][C:5](=[O:30])[CH:6]=[CH:7]2, predict the reaction product. The product is: [F:1][C@H:2]1[CH2:18][CH:17]2[C@:9]([F:28])([C@@H:10]([OH:27])[CH2:11][C@@:12]3([CH3:26])[CH:16]2[CH2:15][CH:14]=[C:13]3[C:19](=[O:25])[CH2:20][OH:21])[C@:8]2([CH3:29])[C:3]1=[CH:4][C:5](=[O:30])[CH:6]=[CH:7]2. (4) The product is: [CH2:33]([Sn:26]([CH2:29][CH2:30][CH2:31][CH3:32])([CH2:22][CH2:23][CH2:24][CH3:25])[C:27]1[O:13][N:12]=[C:11]([C:7]2[CH:6]=[C:5]3[C:10](=[CH:9][CH:8]=2)[CH:1]=[N:2][CH:3]=[CH:4]3)[CH:28]=1)[CH2:34][CH2:35][CH3:36]. Given the reactants [CH:1]1[C:10]2[C:5](=[CH:6][C:7](/[CH:11]=[N:12]/[OH:13])=[CH:8][CH:9]=2)[CH:4]=[CH:3][N:2]=1.ClN1C(=O)CCC1=O.[CH2:22]([Sn:26]([CH2:33][CH2:34][CH2:35][CH3:36])([CH2:29][CH2:30][CH2:31][CH3:32])[C:27]#[CH:28])[CH2:23][CH2:24][CH3:25], predict the reaction product.